Dataset: Peptide-MHC class II binding affinity with 134,281 pairs from IEDB. Task: Regression. Given a peptide amino acid sequence and an MHC pseudo amino acid sequence, predict their binding affinity value. This is MHC class II binding data. (1) The peptide sequence is AGTNYNKTVASLMNA. The MHC is HLA-DQA10301-DQB10302 with pseudo-sequence HLA-DQA10301-DQB10302. The binding affinity (normalized) is 0.181. (2) The peptide sequence is ECGGILQAYDLRDAP. The MHC is HLA-DPA10201-DPB10501 with pseudo-sequence HLA-DPA10201-DPB10501. The binding affinity (normalized) is 0.147.